Dataset: NCI-60 drug combinations with 297,098 pairs across 59 cell lines. Task: Regression. Given two drug SMILES strings and cell line genomic features, predict the synergy score measuring deviation from expected non-interaction effect. (1) Cell line: PC-3. Drug 1: C1CC(=O)NC(=O)C1N2C(=O)C3=CC=CC=C3C2=O. Synergy scores: CSS=18.5, Synergy_ZIP=-11.0, Synergy_Bliss=-10.2, Synergy_Loewe=-42.7, Synergy_HSA=-11.5. Drug 2: CC1=C(C(=O)C2=C(C1=O)N3CC4C(C3(C2COC(=O)N)OC)N4)N. (2) Synergy scores: CSS=-6.62, Synergy_ZIP=1.40, Synergy_Bliss=-4.20, Synergy_Loewe=-9.71, Synergy_HSA=-7.66. Cell line: M14. Drug 2: CN(C)C1=NC(=NC(=N1)N(C)C)N(C)C. Drug 1: CC12CCC(CC1=CCC3C2CCC4(C3CC=C4C5=CN=CC=C5)C)O. (3) Drug 1: CC12CCC3C(C1CCC2=O)CC(=C)C4=CC(=O)C=CC34C. Drug 2: CC1OCC2C(O1)C(C(C(O2)OC3C4COC(=O)C4C(C5=CC6=C(C=C35)OCO6)C7=CC(=C(C(=C7)OC)O)OC)O)O. Cell line: SNB-75. Synergy scores: CSS=45.4, Synergy_ZIP=3.55, Synergy_Bliss=7.07, Synergy_Loewe=-9.15, Synergy_HSA=10.2. (4) Drug 1: CNC(=O)C1=CC=CC=C1SC2=CC3=C(C=C2)C(=NN3)C=CC4=CC=CC=N4. Drug 2: C1=NC2=C(N=C(N=C2N1C3C(C(C(O3)CO)O)F)Cl)N. Cell line: RPMI-8226. Synergy scores: CSS=-9.72, Synergy_ZIP=3.62, Synergy_Bliss=-3.52, Synergy_Loewe=-10.2, Synergy_HSA=-8.76. (5) Drug 1: COC1=CC(=CC(=C1O)OC)C2C3C(COC3=O)C(C4=CC5=C(C=C24)OCO5)OC6C(C(C7C(O6)COC(O7)C8=CC=CS8)O)O. Drug 2: CC(C)(C#N)C1=CC(=CC(=C1)CN2C=NC=N2)C(C)(C)C#N. Cell line: M14. Synergy scores: CSS=34.0, Synergy_ZIP=-2.09, Synergy_Bliss=-1.10, Synergy_Loewe=-2.17, Synergy_HSA=-1.97. (6) Synergy scores: CSS=24.7, Synergy_ZIP=-10.9, Synergy_Bliss=-18.8, Synergy_Loewe=-16.3, Synergy_HSA=-15.1. Drug 1: COC1=CC(=CC(=C1O)OC)C2C3C(COC3=O)C(C4=CC5=C(C=C24)OCO5)OC6C(C(C7C(O6)COC(O7)C8=CC=CS8)O)O. Cell line: MDA-MB-231. Drug 2: CC1C(C(CC(O1)OC2CC(CC3=C2C(=C4C(=C3O)C(=O)C5=C(C4=O)C(=CC=C5)OC)O)(C(=O)CO)O)N)O.Cl. (7) Synergy scores: CSS=36.6, Synergy_ZIP=-6.90, Synergy_Bliss=1.73, Synergy_Loewe=2.89, Synergy_HSA=5.53. Cell line: CCRF-CEM. Drug 2: C1CCC(C(C1)N)N.C(=O)(C(=O)[O-])[O-].[Pt+4]. Drug 1: CS(=O)(=O)OCCCCOS(=O)(=O)C.